From a dataset of NCI-60 drug combinations with 297,098 pairs across 59 cell lines. Regression. Given two drug SMILES strings and cell line genomic features, predict the synergy score measuring deviation from expected non-interaction effect. (1) Drug 1: C1CCN(CC1)CCOC2=CC=C(C=C2)C(=O)C3=C(SC4=C3C=CC(=C4)O)C5=CC=C(C=C5)O. Drug 2: C1CN(CCN1C(=O)CCBr)C(=O)CCBr. Cell line: KM12. Synergy scores: CSS=7.69, Synergy_ZIP=-5.52, Synergy_Bliss=-3.98, Synergy_Loewe=-9.65, Synergy_HSA=-8.86. (2) Drug 1: CCC1=CC2CC(C3=C(CN(C2)C1)C4=CC=CC=C4N3)(C5=C(C=C6C(=C5)C78CCN9C7C(C=CC9)(C(C(C8N6C)(C(=O)OC)O)OC(=O)C)CC)OC)C(=O)OC.C(C(C(=O)O)O)(C(=O)O)O. Drug 2: C1CN1P(=S)(N2CC2)N3CC3. Cell line: ACHN. Synergy scores: CSS=39.7, Synergy_ZIP=-2.45, Synergy_Bliss=1.80, Synergy_Loewe=3.55, Synergy_HSA=5.18. (3) Drug 1: C1=NNC2=C1C(=O)NC=N2. Drug 2: COCCOC1=C(C=C2C(=C1)C(=NC=N2)NC3=CC=CC(=C3)C#C)OCCOC.Cl. Cell line: RXF 393. Synergy scores: CSS=1.26, Synergy_ZIP=2.51, Synergy_Bliss=2.92, Synergy_Loewe=1.16, Synergy_HSA=0.938. (4) Drug 1: CC1C(C(=O)NC(C(=O)N2CCCC2C(=O)N(CC(=O)N(C(C(=O)O1)C(C)C)C)C)C(C)C)NC(=O)C3=C4C(=C(C=C3)C)OC5=C(C(=O)C(=C(C5=N4)C(=O)NC6C(OC(=O)C(N(C(=O)CN(C(=O)C7CCCN7C(=O)C(NC6=O)C(C)C)C)C)C(C)C)C)N)C. Drug 2: C1CN(CCN1C(=O)CCBr)C(=O)CCBr. Cell line: K-562. Synergy scores: CSS=64.8, Synergy_ZIP=-5.37, Synergy_Bliss=-1.30, Synergy_Loewe=-30.6, Synergy_HSA=-0.120. (5) Drug 1: C1=CC(=CC=C1C#N)C(C2=CC=C(C=C2)C#N)N3C=NC=N3. Drug 2: C(CN)CNCCSP(=O)(O)O. Cell line: HCC-2998. Synergy scores: CSS=3.83, Synergy_ZIP=-3.24, Synergy_Bliss=-7.32, Synergy_Loewe=6.38, Synergy_HSA=-6.13.